Dataset: Plasma protein binding rate (PPBR) regression data from AstraZeneca. Task: Regression/Classification. Given a drug SMILES string, predict its absorption, distribution, metabolism, or excretion properties. Task type varies by dataset: regression for continuous measurements (e.g., permeability, clearance, half-life) or binary classification for categorical outcomes (e.g., BBB penetration, CYP inhibition). For this dataset (ppbr_az), we predict Y. The molecule is O=C(O)c1ccccc1N1CCC(CN2CCC(Oc3ccc(Cl)c(Cl)c3)CC2)CC1. The Y is 82.0 %.